This data is from Forward reaction prediction with 1.9M reactions from USPTO patents (1976-2016). The task is: Predict the product of the given reaction. (1) Given the reactants [Cl:1][C:2]1[CH:3]=[C:4]([N:9]2[C:13]([C:14]3[CH:15]=[N:16][CH:17]=[C:18]([F:20])[CH:19]=3)=[CH:12][C:11]([C:21](O)=[O:22])=[N:10]2)[CH:5]=[CH:6][C:7]=1[F:8].ClC1C=C(N2C(C3C=NC=C(F)C=3)=CC([C:44]([N:46]3[CH2:50][C:49](=[O:51])[NH:48][CH2:47]3)=O)=N2)C=CC=1F.O=C1CNCCN1, predict the reaction product. The product is: [Cl:1][C:2]1[CH:3]=[C:4]([N:9]2[C:13]([C:14]3[CH:15]=[N:16][CH:17]=[C:18]([F:20])[CH:19]=3)=[CH:12][C:11]([C:21]([N:46]3[CH2:44][CH2:47][NH:48][C:49](=[O:51])[CH2:50]3)=[O:22])=[N:10]2)[CH:5]=[CH:6][C:7]=1[F:8]. (2) Given the reactants C(N(C(C)C)CC)(C)C.[Br:10][C:11]1[CH:12]=[C:13]([CH:16]=[CH:17][C:18]=1[OH:19])[C:14]#[N:15].[CH3:20][O:21][CH2:22][CH2:23][O:24][CH2:25]Cl, predict the reaction product. The product is: [Br:10][C:11]1[CH:12]=[C:13]([CH:16]=[CH:17][C:18]=1[O:19][CH2:20][O:21][CH2:22][CH2:23][O:24][CH3:25])[C:14]#[N:15]. (3) Given the reactants [CH3:1][O:2][C:3]([C:5]1[CH:10]=[CH:9][C:8]([C:11]2[CH:16]=[CH:15][C:14]([CH2:17][NH2:18])=[CH:13][CH:12]=2)=[CH:7][CH:6]=1)=[O:4].[F:19][C:20]([F:46])([F:45])[C:21]1[CH:26]=[CH:25][C:24]([C:27]2[C:28]([C:33]([NH:35][C:36]3[CH:37]=[C:38]([C:42](O)=[O:43])[N:39]([CH3:41])[CH:40]=3)=[O:34])=[CH:29][CH:30]=[CH:31][CH:32]=2)=[CH:23][CH:22]=1.CN(C(ON1N=NC2C=CC=CC1=2)=[N+](C)C)C.[B-](F)(F)(F)F.C(N(C(C)C)C(C)C)C, predict the reaction product. The product is: [CH3:1][O:2][C:3]([C:5]1[CH:6]=[CH:7][C:8]([C:11]2[CH:16]=[CH:15][C:14]([CH2:17][NH:18][C:42]([C:38]3[N:39]([CH3:41])[CH:40]=[C:36]([NH:35][C:33]([C:28]4[C:27]([C:24]5[CH:23]=[CH:22][C:21]([C:20]([F:46])([F:19])[F:45])=[CH:26][CH:25]=5)=[CH:32][CH:31]=[CH:30][CH:29]=4)=[O:34])[CH:37]=3)=[O:43])=[CH:13][CH:12]=2)=[CH:9][CH:10]=1)=[O:4]. (4) Given the reactants [CH2:1]1[C:3]2([CH2:8][N:7]([C:9]3[C:10]4[CH:17]=[CH:16][NH:15][C:11]=4[N:12]=[CH:13][N:14]=3)[CH2:6][CH2:5][NH:4]2)[CH2:2]1.[CH3:18][NH:19][S:20](Cl)(=[O:22])=[O:21].O, predict the reaction product. The product is: [CH3:18][NH:19][S:20]([N:4]1[CH2:5][CH2:6][N:7]([C:9]2[C:10]3[CH:17]=[CH:16][NH:15][C:11]=3[N:12]=[CH:13][N:14]=2)[CH2:8][C:3]21[CH2:1][CH2:2]2)(=[O:22])=[O:21]. (5) Given the reactants [NH2:1][C:2]1[CH:3]=[CH:4][C:5]([O:11][C:12](=[O:15])[CH2:13][CH3:14])=[C:6]([CH:10]=1)[C:7]([OH:9])=[O:8].[F:16][C:17]1[C:24]([F:25])=[C:23]([C:26]([F:29])([F:28])[F:27])[C:22]([F:30])=[C:21]([F:31])[C:18]=1[CH2:19]Br, predict the reaction product. The product is: [C:12]([O:11][C:5]1[CH:4]=[CH:3][C:2]([NH:1][CH2:19][C:18]2[C:21]([F:31])=[C:22]([F:30])[C:23]([C:26]([F:27])([F:29])[F:28])=[C:24]([F:25])[C:17]=2[F:16])=[CH:10][C:6]=1[C:7]([OH:9])=[O:8])(=[O:15])[CH2:13][CH3:14].